From a dataset of Catalyst prediction with 721,799 reactions and 888 catalyst types from USPTO. Predict which catalyst facilitates the given reaction. (1) Reactant: [NH2:1][C:2]1[CH:7]=[CH:6][C:5]([CH2:8][CH2:9][C:10]2[CH:15]=[CH:14][C:13]([Cl:16])=[C:12]([Cl:17])[CH:11]=2)=[CH:4][C:3]=1[OH:18].Cl[C:20]1[C:28]([N+:29]([O-:31])=[O:30])=[CH:27][C:26]([N+]([O-])=O)=[CH:25][C:21]=1[C:22]([OH:24])=[O:23].C([O-])(=O)C.[Na+].[OH-].[Na+].Cl. Product: [Cl:17][C:12]1[CH:11]=[C:10]([CH2:9][CH2:8][C:5]2[CH:4]=[C:3]3[C:2](=[CH:7][CH:6]=2)[NH:1][C:25]2[C:21]([C:22]([OH:24])=[O:23])=[CH:20][C:28]([N+:29]([O-:31])=[O:30])=[CH:27][C:26]=2[O:18]3)[CH:15]=[CH:14][C:13]=1[Cl:16]. The catalyst class is: 6. (2) Reactant: [Br:1][C:2]1[CH:7]=[CH:6][C:5]([C:8]2[O:9][C:10](=O)[C:11]3[C:16]([CH:17]=2)=[CH:15][CH:14]=[CH:13][CH:12]=3)=[CH:4][CH:3]=1.[NH3:19]. Product: [Br:1][C:2]1[CH:7]=[CH:6][C:5]([C:8]2[NH:19][C:10](=[O:9])[C:11]3[C:16]([CH:17]=2)=[CH:15][CH:14]=[CH:13][CH:12]=3)=[CH:4][CH:3]=1. The catalyst class is: 18. (3) Reactant: Cl[C:2]1[N:3]=[C:4]([N:13]2[CH2:18][CH2:17][O:16][CH2:15][CH2:14]2)[C:5]2[S:10][C:9]([CH:11]=O)=[CH:8][C:6]=2[N:7]=1.[CH3:19][NH:20][CH:21]1[CH2:26][CH2:25][N:24]([CH3:27])[CH2:23][CH2:22]1.CC(O)=O.[BH-](OC(C)=O)(OC(C)=O)OC(C)=O.[Na+].CC1(C)C(C)(C)OB([C:54]2[CH:55]=[N:56][CH:57]=[CH:58][CH:59]=2)O1. Product: [CH3:19][N:20]([CH2:11][C:9]1[S:10][C:5]2[C:4]([N:13]3[CH2:18][CH2:17][O:16][CH2:15][CH2:14]3)=[N:3][C:2]([C:54]3[CH:55]=[N:56][CH:57]=[CH:58][CH:59]=3)=[N:7][C:6]=2[CH:8]=1)[CH:21]1[CH2:26][CH2:25][N:24]([CH3:27])[CH2:23][CH2:22]1. The catalyst class is: 26. (4) Reactant: [F:1][C:2]1[CH:25]=[CH:24][C:5]([CH2:6][N:7]2[C:20](=[O:21])[C:19]3[C:18]([OH:22])=[C:17]4[C:12]([CH:13]=[CH:14][CH:15]=[N:16]4)=[CH:11][C:10]=3[CH2:9][C:8]2=[O:23])=[CH:4][CH:3]=1.Cl[Si:27]([CH:34]([CH3:36])[CH3:35])([CH:31]([CH3:33])[CH3:32])[CH:28]([CH3:30])[CH3:29].N1C=CN=C1. Product: [F:1][C:2]1[CH:3]=[CH:4][C:5]([CH2:6][N:7]2[C:20](=[O:21])[C:19]3[C:18]([O:22][Si:27]([CH:34]([CH3:36])[CH3:35])([CH:31]([CH3:33])[CH3:32])[CH:28]([CH3:30])[CH3:29])=[C:17]4[C:12]([CH:13]=[CH:14][CH:15]=[N:16]4)=[CH:11][C:10]=3[CH2:9][C:8]2=[O:23])=[CH:24][CH:25]=1. The catalyst class is: 9. (5) Reactant: [C-:1]#[N:2].C([Al+]CC)C.[CH3:8][C@H:9]([NH:12][C:13](=[O:22])[O:14][CH2:15][C:16]1[CH:21]=[CH:20][CH:19]=[CH:18][CH:17]=1)[CH:10]=[O:11].[NH4+].[Cl-].O. Product: [C:1]([CH:10]([OH:11])[C@@H:9]([NH:12][C:13](=[O:22])[O:14][CH2:15][C:16]1[CH:21]=[CH:20][CH:19]=[CH:18][CH:17]=1)[CH3:8])#[N:2]. The catalyst class is: 11. (6) Reactant: [N:1]1(C(OC(C)(C)C)=O)[CH2:6][CH2:5][O:4][CH:3]([C:7]([O:9][CH3:10])=[O:8])[CH2:2]1.[ClH:18].O1CCOCC1. Product: [ClH:18].[NH:1]1[CH2:6][CH2:5][O:4][CH:3]([C:7]([O:9][CH3:10])=[O:8])[CH2:2]1. The catalyst class is: 12. (7) Reactant: C(OC([NH:8][C@H:9]([C:27]([O:29]C(C)(C)C)=[O:28])[CH2:10][C@H:11]([CH2:19][C:20]1[CH:25]=[CH:24][C:23]([OH:26])=[CH:22][CH:21]=1)[C:12]([O:14]C(C)(C)C)=[O:13])=O)(C)(C)C. Product: [OH:26][C:23]1[CH:22]=[CH:21][C:20]([CH2:19][C@H:11]([C:12]([OH:14])=[O:13])[CH2:10][C@@H:9]([C:27]([OH:29])=[O:28])[NH2:8])=[CH:25][CH:24]=1. The catalyst class is: 55. (8) Reactant: [F:1][C:2]1[C:7]([S:8]([NH2:11])(=[O:10])=[O:9])=[C:6]([F:12])[C:5]([F:13])=[C:4](F)[C:3]=1[F:15].CCN(CC)CC.[SH:23][C:24]1[CH:29]=[CH:28][CH:27]=[CH:26][CH:25]=1. Product: [F:12][C:6]1[C:5]([F:13])=[C:4]([S:23][C:24]2[CH:29]=[CH:28][CH:27]=[CH:26][CH:25]=2)[C:3]([F:15])=[C:2]([F:1])[C:7]=1[S:8]([NH2:11])(=[O:9])=[O:10]. The catalyst class is: 5. (9) Reactant: [H-].[CH2:2]([CH:5]1[O:9][C:8](=[O:10])[CH2:7][CH2:6]1)[CH2:3][CH3:4]. Product: [CH2:2]([CH:5]1[O:9][CH:8]([OH:10])[CH2:7][CH2:6]1)[CH2:3][CH3:4]. The catalyst class is: 11. (10) Reactant: [C:1](N1C=CN=C1)(N1C=CN=C1)=[S:2].C1CCN2C(=NCCC2)CC1.[O:24]=[S:25]1(=[O:50])[C:30]2[CH:31]=[C:32]([O:35][C:36]3[CH:41]=[CH:40][C:39]([CH2:42][C:43](=[N:45][OH:46])[NH2:44])=[CH:38][CH:37]=3)[CH:33]=[CH:34][C:29]=2[N:28]2[CH2:47][CH2:48][CH2:49][C:27]2=[N:26]1.Cl. Product: [O:50]=[S:25]1(=[O:24])[C:30]2[CH:31]=[C:32]([O:35][C:36]3[CH:37]=[CH:38][C:39]([CH2:42][C:43]4[NH:44][C:1](=[S:2])[O:46][N:45]=4)=[CH:40][CH:41]=3)[CH:33]=[CH:34][C:29]=2[N:28]2[CH2:47][CH2:48][CH2:49][C:27]2=[N:26]1. The catalyst class is: 23.